Dataset: TCR-epitope binding with 47,182 pairs between 192 epitopes and 23,139 TCRs. Task: Binary Classification. Given a T-cell receptor sequence (or CDR3 region) and an epitope sequence, predict whether binding occurs between them. (1) The epitope is DRFYKTLRAEQASQEV. The TCR CDR3 sequence is CASSYDWDEDTIYF. Result: 0 (the TCR does not bind to the epitope). (2) The epitope is LPPAYTNSF. The TCR CDR3 sequence is CASSQDPPPGPGEQYF. Result: 0 (the TCR does not bind to the epitope). (3) The epitope is LSDDAVVCFNSTY. The TCR CDR3 sequence is CASTGSTSGPSRYNEQFF. Result: 0 (the TCR does not bind to the epitope).